This data is from Peptide-MHC class I binding affinity with 185,985 pairs from IEDB/IMGT. The task is: Regression. Given a peptide amino acid sequence and an MHC pseudo amino acid sequence, predict their binding affinity value. This is MHC class I binding data. (1) The peptide sequence is KQIQKVETW. The MHC is HLA-B57:01 with pseudo-sequence HLA-B57:01. The binding affinity (normalized) is 0.433. (2) The peptide sequence is MMARDTAEA. The MHC is HLA-A02:01 with pseudo-sequence HLA-A02:01. The binding affinity (normalized) is 0.297. (3) The peptide sequence is AIIDILQQL. The MHC is HLA-A02:01 with pseudo-sequence HLA-A02:01. The binding affinity (normalized) is 0.565.